From a dataset of Full USPTO retrosynthesis dataset with 1.9M reactions from patents (1976-2016). Predict the reactants needed to synthesize the given product. (1) Given the product [F:14][C:11]1[CH:12]=[CH:13][C:8]([O:7][CH2:6][C@@H:5]([OH:15])[C:4]#[C:3][Si:2]([CH3:1])([CH3:17])[CH3:16])=[CH:9][CH:10]=1, predict the reactants needed to synthesize it. The reactants are: [CH3:1][Si:2]([CH3:17])([CH3:16])[C:3]#[C:4][C:5](=[O:15])[CH2:6][O:7][C:8]1[CH:13]=[CH:12][C:11]([F:14])=[CH:10][CH:9]=1.B1([C@H]2[C@H](C)[C@@H]3C(C)(C)[C@@H](C3)C2)C2CCCC1CCC2.C(=O)C. (2) The reactants are: C([O:3][CH2:4][CH2:5][CH2:6][CH2:7][O:8][C:9]1[CH:10]=[C:11]([CH2:23][N:24]([CH3:26])[CH3:25])[CH:12]=[C:13]([O:15][CH2:16][CH2:17][CH2:18][CH2:19][O:20]C=C)[CH:14]=1)=C.Cl.C(=O)(O)[O-].[Na+].C(=O)([O-])[O-].[K+].[K+]. Given the product [CH3:25][N:24]([CH2:23][C:11]1[CH:10]=[C:9]([O:8][CH2:7][CH2:6][CH2:5][CH2:4][OH:3])[CH:14]=[C:13]([O:15][CH2:16][CH2:17][CH2:18][CH2:19][OH:20])[CH:12]=1)[CH3:26], predict the reactants needed to synthesize it. (3) Given the product [Cl:1][C:2]1[CH:7]=[CH:6][C:5]([NH:8][C:9](=[O:10])[O:11][CH2:12][CH2:13][CH:14]2[O:18][C:17]3=[N:19][C:20]([N+:22]([O-:24])=[O:23])=[CH:21][N:16]3[CH2:15]2)=[CH:4][CH:3]=1, predict the reactants needed to synthesize it. The reactants are: [Cl:1][C:2]1[CH:7]=[CH:6][C:5]([N:8]=[C:9]=[O:10])=[CH:4][CH:3]=1.[OH:11][CH2:12][CH2:13][CH:14]1[O:18][C:17]2=[N:19][C:20]([N+:22]([O-:24])=[O:23])=[CH:21][N:16]2[CH2:15]1.Cl. (4) Given the product [C:1]12([C:11]([O:13][CH:14]3[CH:18]4[O:19][C:20](=[O:30])[CH:21]5[CH:22]([C:23]([OH:25])=[O:24])[CH:15]3[CH2:16][CH:17]45)=[O:12])[CH2:10][CH:5]3[CH2:4][CH:3]([CH2:9][CH:7]([CH2:6]3)[CH2:8]1)[CH2:2]2, predict the reactants needed to synthesize it. The reactants are: [C:1]12([C:11]([O:13][CH:14]3[CH:18]4[O:19][C:20](=[O:30])[CH:21]5[CH:22]([C:23]([O:25]C(C)(C)C)=[O:24])[CH:15]3[CH2:16][CH:17]45)=[O:12])[CH2:10][CH:5]3[CH2:6][CH:7]([CH2:9][CH:3]([CH2:4]3)[CH2:2]1)[CH2:8]2. (5) Given the product [CH:35]1([P:28]([CH:29]2[CH2:30][CH2:31][CH2:32][CH2:33][CH2:34]2)[C:2]2[N:3]([C:16]([N:15]([CH2:12][CH3:14])[CH2:19][CH3:21])=[O:17])[C:4]3[CH:9]=[CH:8][CH:7]=[CH:6][C:5]=3[N:1]=2)[CH2:36][CH2:37][CH2:38][CH2:39][CH2:40]1, predict the reactants needed to synthesize it. The reactants are: [N:1]1[C:5]2[CH:6]=[CH:7][CH:8]=[CH:9][C:4]=2[NH:3][CH:2]=1.[H-].[Na+].[CH:12]([N:15]([CH:19]([CH3:21])C)[C:16](Cl)=[O:17])([CH3:14])C.[Li]CCCC.Cl[P:28]([CH:35]1[CH2:40][CH2:39][CH2:38][CH2:37][CH2:36]1)[CH:29]1[CH2:34][CH2:33][CH2:32][CH2:31][CH2:30]1. (6) Given the product [CH2:1]([N:5]1[C:9]([CH2:10][OH:11])=[CH:8][N:7]=[C:6]1[C:12]1[CH:13]=[CH:14][CH:15]=[CH:16][CH:17]=1)[CH2:2][CH2:3][CH3:4], predict the reactants needed to synthesize it. The reactants are: [CH2:1]([N:5]1[C:9]([CH:10]=[O:11])=[CH:8][N:7]=[C:6]1[C:12]1[CH:17]=[CH:16][CH:15]=[CH:14][CH:13]=1)[CH2:2][CH2:3][CH3:4].[BH4-].[Na+].